This data is from Forward reaction prediction with 1.9M reactions from USPTO patents (1976-2016). The task is: Predict the product of the given reaction. (1) Given the reactants [Na].[C:2]([NH:5][CH:6]([C:12]#[N:13])[C:7]([O:9][CH2:10][CH3:11])=[O:8])(=[O:4])[CH3:3].Br[CH:15]1[CH2:22][C:21]2[C:16]1=[CH:17][CH:18]=[CH:19][CH:20]=2, predict the reaction product. The product is: [C:2]([NH:5][C:6]([CH:15]1[CH2:22][C:21]2[C:16]1=[CH:17][CH:18]=[CH:19][CH:20]=2)([C:12]#[N:13])[C:7]([O:9][CH2:10][CH3:11])=[O:8])(=[O:4])[CH3:3]. (2) Given the reactants [CH2:1]([O:5][C:6]1[N:11]=[C:10]([OH:12])[CH:9]=[C:8]([OH:13])[N:7]=1)[CH2:2][CH2:3][CH3:4].[N+:14]([O-])([OH:16])=[O:15].C(O)(=O)C, predict the reaction product. The product is: [CH2:1]([O:5][C:6]1[N:11]=[C:10]([OH:12])[C:9]([N+:14]([O-:16])=[O:15])=[C:8]([OH:13])[N:7]=1)[CH2:2][CH2:3][CH3:4]. (3) Given the reactants [Cl:1][C:2]1[CH:3]=[C:4]([O:13][CH3:14])[C:5]([O:11][CH3:12])=[C:6]([CH:8]([OH:10])[CH3:9])[CH:7]=1.C1C=C[NH+]=CC=1.[O-][Cr](Cl)(=O)=O, predict the reaction product. The product is: [Cl:1][C:2]1[CH:3]=[C:4]([O:13][CH3:14])[C:5]([O:11][CH3:12])=[C:6]([C:8](=[O:10])[CH3:9])[CH:7]=1. (4) Given the reactants [Cl:1][C:2]1[CH:3]=[C:4]([CH:6]=[C:7]([Cl:9])[CH:8]=1)[NH2:5].[C:10]([O:14]CC)(=[O:13])[CH:11]=O.[Br:17][C:18]1[CH:25]=[CH:24][C:21]([CH:22]=[CH2:23])=[CH:20][CH:19]=1.FC(F)(F)C(O)=O.[OH-].[Na+], predict the reaction product. The product is: [Br:17][C:18]1[CH:25]=[CH:24][C:21]([CH:22]2[C:3]3[C:4](=[CH:6][C:7]([Cl:9])=[CH:8][C:2]=3[Cl:1])[NH:5][CH:11]([C:10]([OH:14])=[O:13])[CH2:23]2)=[CH:20][CH:19]=1. (5) Given the reactants O=[C:2]1[CH2:7][CH2:6][N:5]([C@H:8]([CH3:12])[CH2:9][C:10]#[N:11])[CH2:4][CH2:3]1.[CH3:13][S:14][C:15]1[CH:21]=[CH:20][C:18]([NH2:19])=[CH:17][CH:16]=1, predict the reaction product. The product is: [CH3:13][S:14][C:15]1[CH:21]=[CH:20][C:18]([NH:19][CH:2]2[CH2:7][CH2:6][N:5]([C@H:8]([CH3:12])[CH2:9][C:10]#[N:11])[CH2:4][CH2:3]2)=[CH:17][CH:16]=1.